Dataset: Catalyst prediction with 721,799 reactions and 888 catalyst types from USPTO. Task: Predict which catalyst facilitates the given reaction. (1) The catalyst class is: 2. Product: [CH3:34][O:33][C:31]([C:27]1([F:26])[CH2:30][N:29]([C:20](=[O:21])/[CH:19]=[CH:18]\[N:15]2[CH:16]=[N:17][C:13]([C:5]3[CH:6]=[C:7]([C:9]([F:10])([F:11])[F:12])[CH:8]=[C:3]([C:2]([F:23])([F:24])[F:1])[CH:4]=3)=[N:14]2)[CH2:28]1)=[O:32]. Reactant: [F:1][C:2]([F:24])([F:23])[C:3]1[CH:4]=[C:5]([C:13]2[N:17]=[CH:16][N:15](/[CH:18]=[CH:19]\[C:20](O)=[O:21])[N:14]=2)[CH:6]=[C:7]([C:9]([F:12])([F:11])[F:10])[CH:8]=1.Cl.[F:26][C:27]1([C:31]([O:33][CH3:34])=[O:32])[CH2:30][NH:29][CH2:28]1.C(P1(=O)OP(CCC)(=O)OP(CCC)(=O)O1)CC.CCN(C(C)C)C(C)C. (2) Reactant: [F:1][C:2]1[CH:7]=[C:6]([O:8][C:9]2[CH:14]=[CH:13][N:12]=[C:11]([NH:15][C:16]([N:18]3[CH2:23][CH2:22][CH:21]([N:24]4[CH2:28][CH2:27][CH2:26][CH2:25]4)[CH2:20][CH2:19]3)=[O:17])[CH:10]=2)[CH:5]=[CH:4][C:3]=1[NH:29]C(=O)OCC1C=CC=CC=1.C(O)C. Product: [NH2:29][C:3]1[CH:4]=[CH:5][C:6]([O:8][C:9]2[CH:14]=[CH:13][N:12]=[C:11]([NH:15][C:16]([N:18]3[CH2:23][CH2:22][CH:21]([N:24]4[CH2:28][CH2:27][CH2:26][CH2:25]4)[CH2:20][CH2:19]3)=[O:17])[CH:10]=2)=[CH:7][C:2]=1[F:1]. The catalyst class is: 457. (3) Reactant: [NH2:1][C@H:2]([C:29]([CH3:32])([CH3:31])[CH3:30])[C:3]([N:5]1[CH2:10][CH2:9][CH:8]([N:11]2[CH2:15][C:14]3=[CH:16][N:17]=[C:18]([CH2:19][O:20][Si:21]([C:24]([CH3:27])([CH3:26])[CH3:25])([CH3:23])[CH3:22])[N:13]3[C:12]2=[O:28])[CH2:7][CH2:6]1)=[O:4].[Cl:33][C:34]1[CH:39]=[CH:38][C:37]([N:40]=[C:41]=[O:42])=[CH:36][CH:35]=1. Product: [Si:21]([O:20][CH2:19][C:18]1[N:13]2[C:12](=[O:28])[N:11]([CH:8]3[CH2:9][CH2:10][N:5]([C:3]([C@H:2]([NH:1][C:41]([NH:40][C:37]4[CH:38]=[CH:39][C:34]([Cl:33])=[CH:35][CH:36]=4)=[O:42])[C:29]([CH3:32])([CH3:31])[CH3:30])=[O:4])[CH2:6][CH2:7]3)[CH2:15][C:14]2=[CH:16][N:17]=1)([C:24]([CH3:25])([CH3:26])[CH3:27])([CH3:22])[CH3:23]. The catalyst class is: 10. (4) Product: [F:36][C:31]1[CH:30]=[C:29]([CH:34]=[CH:33][C:32]=1[F:35])[CH2:28][NH:27][C:26]([C:11]1[C:10]2[C:14](=[CH:15][C:7]([C:42]3[NH:41][N:40]=[CH:44][CH:43]=3)=[CH:8][CH:9]=2)[N:13]([CH2:16][C:17]2[CH:22]=[CH:21][CH:20]=[CH:19][N:18]=2)[C:12]=1[CH:23]([CH3:24])[CH3:25])=[O:37]. Reactant: FC(F)(F)S(O[C:7]1[CH:15]=[C:14]2[C:10]([C:11]([C:26](=[O:37])[NH:27][CH2:28][C:29]3[CH:34]=[CH:33][C:32]([F:35])=[C:31]([F:36])[CH:30]=3)=[C:12]([CH:23]([CH3:25])[CH3:24])[N:13]2[CH2:16][C:17]2[CH:22]=[CH:21][CH:20]=[CH:19][N:18]=2)=[CH:9][CH:8]=1)(=O)=O.[NH:40]1[CH:44]=[CH:43][C:42](B(O)O)=[N:41]1.[Li+].[Cl-].C([O-])([O-])=O.[Na+].[Na+]. The catalyst class is: 73. (5) The catalyst class is: 7. Reactant: C(N[CH:5]([CH3:7])[CH3:6])(C)C.CC[CH2:10][CH2:11][CH2:12][CH3:13].[CH2:14]([Li])CCC.[F:19][C:20]1[CH:25]=[C:24]([CH3:26])[CH:23]=[CH:22][N:21]=1.[OH2:27]. Product: [F:19][C:20]1[CH:25]=[C:24]([CH2:26][C:10]([C:11]2[CH:12]=[CH:13][CH:7]=[C:5]([CH3:6])[CH:14]=2)=[O:27])[CH:23]=[CH:22][N:21]=1. (6) Reactant: [F:1][C:2]1[CH:7]=[CH:6][CH:5]=[CH:4][C:3]=1[C:8]1[CH2:17][C:16](=[O:18])[C:15]2[C:10](=[CH:11][CH:12]=[C:13]([O:21][CH3:22])[C:14]=2[O:19]C)[N:9]=1.B(Cl)(Cl)Cl. Product: [F:1][C:2]1[CH:7]=[CH:6][CH:5]=[CH:4][C:3]=1[C:8]1[CH2:17][C:16](=[O:18])[C:15]2[C:10](=[CH:11][CH:12]=[C:13]([O:21][CH3:22])[C:14]=2[OH:19])[N:9]=1. The catalyst class is: 2. (7) The catalyst class is: 260. Product: [Br:1][C:2]1[CH:7]=[C:6]2[C:5](=[CH:4][CH:3]=1)[O:11][C:14]1([CH2:15][CH2:16][CH2:17][O:12][CH2:13]1)[CH2:9][C:8]2=[O:10]. Reactant: [Br:1][C:2]1[CH:3]=[CH:4][C:5]([OH:11])=[C:6]([C:8](=[O:10])[CH3:9])[CH:7]=1.[O:12]1[CH2:17][CH2:16][CH2:15][C:14](=O)[CH2:13]1.N1CCCC1.O. (8) Reactant: Br[C:2]1[S:6][C:5]([C:7]2[CH:12]=[CH:11][N:10]=[C:9]([NH:13][CH2:14][CH2:15][N:16]3[CH2:20][CH2:19][NH:18][C:17]3=[O:21])[N:8]=2)=[CH:4][CH:3]=1.C([C:24]1[CH:29]=[CH:28][C:27](B(O)O)=[CH:26][CH:25]=1)C.[C:33](=O)([O-])[O-:34].[Na+].[Na+]. Product: [CH3:33][O:34][C:24]1[CH:29]=[CH:28][C:27]([C:2]2[S:6][C:5]([C:7]3[CH:12]=[CH:11][N:10]=[C:9]([NH:13][CH2:14][CH2:15][N:16]4[CH2:20][CH2:19][NH:18][C:17]4=[O:21])[N:8]=3)=[CH:4][CH:3]=2)=[CH:26][CH:25]=1. The catalyst class is: 57. (9) Reactant: C(OC(=O)[NH:7][C:8]1[CH:13]=[CH:12][C:11]([C:14]#[C:15][C:16]2[CH:21]=[CH:20][CH:19]=[CH:18][CH:17]=2)=[CH:10][C:9]=1[NH:22][C:23](=[O:40])[CH2:24][C:25]([C:27]1[CH:32]=[CH:31][CH:30]=[C:29]([N:33]2[CH:37]=[C:36]([CH3:38])[N:35]=[C:34]2[CH3:39])[CH:28]=1)=O)(C)(C)C.C(O)(C(F)(F)F)=O. Product: [CH3:39][C:34]1[N:33]([C:29]2[CH:28]=[C:27]([C:25]3[CH2:24][C:23](=[O:40])[NH:22][C:9]4[CH:10]=[C:11]([C:14]#[C:15][C:16]5[CH:21]=[CH:20][CH:19]=[CH:18][CH:17]=5)[CH:12]=[CH:13][C:8]=4[N:7]=3)[CH:32]=[CH:31][CH:30]=2)[CH:37]=[C:36]([CH3:38])[N:35]=1. The catalyst class is: 2. (10) The catalyst class is: 5. Product: [CH2:2]([C:4]1[C:13]2[C:8](=[CH:9][CH:10]=[CH:11][CH:12]=2)[CH:7]=[CH:6][C:5]=1[O:14][CH2:15][CH2:16][NH:17][CH2:29][C:25]1[O:24][CH:28]=[CH:27][CH:26]=1)[CH3:3]. Reactant: [Cl-].[CH2:2]([C:4]1[C:13]2[C:8](=[CH:9][CH:10]=[CH:11][CH:12]=2)[CH:7]=[CH:6][C:5]=1[O:14][CH2:15][CH2:16][NH3+:17])[CH3:3].C([O-])([O-])=O.[K+].[K+].[O:24]1[CH:28]=[CH:27][CH:26]=[C:25]1[CH:29]=O.[BH4-].[Na+].